Task: Predict which catalyst facilitates the given reaction.. Dataset: Catalyst prediction with 721,799 reactions and 888 catalyst types from USPTO (1) Reactant: Br[C:2]1[CH:3]=[C:4]([C:8](=[O:13])[C:9]([F:12])([F:11])[F:10])[CH:5]=[CH:6][CH:7]=1.[CH3:14][C:15]1([CH3:22])[C:19]([CH3:21])([CH3:20])[O:18][BH:17][O:16]1.CCN(CC)CC. Product: [F:10][C:9]([F:12])([F:11])[CH:8]([C:4]1[CH:5]=[CH:6][CH:7]=[C:2]([B:17]2[O:18][C:19]([CH3:21])([CH3:20])[C:15]([CH3:22])([CH3:14])[O:16]2)[CH:3]=1)[OH:13]. The catalyst class is: 235. (2) The catalyst class is: 4. Reactant: [F:1][C:2]1[CH:7]=[CH:6][CH:5]=[CH:4][C:3]=1[C:8]1[N:12]([S:13]([C:16]2[CH:21]=[CH:20][C:19]([OH:22])=[CH:18][CH:17]=2)(=[O:15])=[O:14])[CH:11]=[C:10]([CH2:23][N:24]([CH3:32])[C:25](=[O:31])[O:26][C:27]([CH3:30])([CH3:29])[CH3:28])[CH:9]=1.O[CH2:34][C:35]1([C:38]([NH:40][CH3:41])=[O:39])[CH2:37][CH2:36]1.N(C(OC(C)C)=O)=NC(OC(C)C)=O.C1(P(C2C=CC=CC=2)C2C=CC=CC=2)C=CC=CC=1. Product: [F:1][C:2]1[CH:7]=[CH:6][CH:5]=[CH:4][C:3]=1[C:8]1[N:12]([S:13]([C:16]2[CH:17]=[CH:18][C:19]([O:22][CH2:34][C:35]3([C:38](=[O:39])[NH:40][CH3:41])[CH2:37][CH2:36]3)=[CH:20][CH:21]=2)(=[O:14])=[O:15])[CH:11]=[C:10]([CH2:23][N:24]([CH3:32])[C:25](=[O:31])[O:26][C:27]([CH3:28])([CH3:29])[CH3:30])[CH:9]=1. (3) Reactant: Cl[C:2]1[N:3]=[C:4]([NH:15][S:16]([CH3:19])(=[O:18])=[O:17])[C:5]2[C:6](=[O:14])[N:7]([CH2:12][CH3:13])[CH:8]=[CH:9][C:10]=2[CH:11]=1.CC1(C)C(C)(C)OB([C:28]2[CH:29]=[N:30][C:31]([NH2:34])=[N:32][CH:33]=2)O1.C([O-])([O-])=O.[Na+].[Na+]. Product: [NH2:34][C:31]1[N:32]=[CH:33][C:28]([C:2]2[N:3]=[C:4]([NH:15][S:16]([CH3:19])(=[O:18])=[O:17])[C:5]3[C:6](=[O:14])[N:7]([CH2:12][CH3:13])[CH:8]=[CH:9][C:10]=3[CH:11]=2)=[CH:29][N:30]=1. The catalyst class is: 70. (4) Reactant: [CH:1]1([NH:4][C:5]2[C:6]([CH3:28])=[N:7][C:8]3[C:13]([N:14]=2)=[C:12]([C:15]2[NH:19][C:18]4[C@H:20]([C@H:24]([OH:26])[CH3:25])[NH:21][C:22](=[O:23])[C:17]=4[CH:16]=2)[C:11]([F:27])=[CH:10][CH:9]=3)[CH2:3][CH2:2]1.[Li+].[OH-:30].Cl. Product: [NH2:21][C@H:20]([C:18]1[NH:19][C:15]([C:12]2[C:11]([F:27])=[CH:10][CH:9]=[C:8]3[C:13]=2[N:14]=[C:5]([NH:4][CH:1]2[CH2:2][CH2:3]2)[C:6]([CH3:28])=[N:7]3)=[CH:16][C:17]=1[C:22]([OH:23])=[O:30])[C@H:24]([OH:26])[CH3:25]. The catalyst class is: 38. (5) Reactant: F[C:2]1[CH:20]=[CH:19][C:5]([C:6]([N:8]([CH2:14][C:15]([F:18])([F:17])[F:16])[CH2:9][C:10]([F:13])([F:12])[F:11])=[O:7])=[CH:4][C:3]=1[N+:21]([O-:23])=[O:22].[CH:24]1([CH2:30][NH2:31])[CH2:29][CH2:28][CH2:27][CH2:26][CH2:25]1.CCN(CC)CC. Product: [CH:24]1([CH2:30][NH:31][C:2]2[CH:20]=[CH:19][C:5]([C:6]([N:8]([CH2:14][C:15]([F:17])([F:16])[F:18])[CH2:9][C:10]([F:12])([F:13])[F:11])=[O:7])=[CH:4][C:3]=2[N+:21]([O-:23])=[O:22])[CH2:29][CH2:28][CH2:27][CH2:26][CH2:25]1. The catalyst class is: 14.